From a dataset of Tyrosyl-DNA phosphodiesterase HTS with 341,365 compounds. Binary Classification. Given a drug SMILES string, predict its activity (active/inactive) in a high-throughput screening assay against a specified biological target. (1) The compound is S(c1n(c(nn1)c1occc1)c1ccccc1)Cc1ccncc1. The result is 0 (inactive). (2) The molecule is s1c(c2onc(c2)C(=O)Nc2ccc(cc2)C(=O)C)ccc1. The result is 0 (inactive). (3) The compound is [O-][n+]1n(c(c2c1cc(OC)cc2)C(=O)c1ccc(cc1)C)CCCC(=O)N. The result is 0 (inactive). (4) The molecule is s1nnc(C(=O)N(C(C(=O)NC2CCCC2)c2ccccc2)c2c(OC)cccc2)c1. The result is 0 (inactive). (5) The molecule is Brc1cc(c(OCCOCCNC(CC)C)cc1)C. The result is 0 (inactive).